From a dataset of Catalyst prediction with 721,799 reactions and 888 catalyst types from USPTO. Predict which catalyst facilitates the given reaction. (1) Reactant: Cl[CH2:2][CH2:3][CH2:4][O:5][C:6]1[CH:15]=[C:14]2[C:9]([C:10]([O:16][C:17]3[C:18]([C:27]([O:29][CH2:30][CH2:31][CH3:32])=[O:28])=[CH:19][C:20]4[C:25]([CH:26]=3)=[CH:24][CH:23]=[CH:22][CH:21]=4)=[CH:11][CH:12]=[N:13]2)=[CH:8][C:7]=1[O:33][CH3:34].C(=O)([O-])[O-].[K+].[K+].[NH:41]1[CH:45]=[CH:44][N:43]=[CH:42]1.O. Product: [N:41]1([CH2:2][CH2:3][CH2:4][O:5][C:6]2[CH:15]=[C:14]3[C:9]([C:10]([O:16][C:17]4[C:18]([C:27]([O:29][CH2:30][CH2:31][CH3:32])=[O:28])=[CH:19][C:20]5[C:25]([CH:26]=4)=[CH:24][CH:23]=[CH:22][CH:21]=5)=[CH:11][CH:12]=[N:13]3)=[CH:8][C:7]=2[O:33][CH3:34])[CH:45]=[CH:44][N:43]=[CH:42]1. The catalyst class is: 9. (2) Reactant: COC[O:4][CH2:5][CH2:6][C:7]1[C:16](C)=[C:15]2[C:10]([CH2:11][CH2:12][C:13](=[O:18])[NH:14]2)=[CH:9][C:8]=1[CH2:19][CH2:20][NH:21][C:22](=[O:28])[O:23][C:24]([CH3:27])([CH3:26])[CH3:25].Cl.[OH-].[Na+].[C:32](OC(OC(C)(C)C)=O)(OC(C)(C)C)=O. Product: [OH:4][CH2:5][CH2:6][C:7]1[C:8]([CH2:19][CH2:20][NH:21][C:22](=[O:28])[O:23][C:24]([CH3:25])([CH3:26])[CH3:27])([CH3:32])[CH2:9][C:10]2[CH2:11][CH2:12][C:13](=[O:18])[NH:14][C:15]=2[CH:16]=1. The catalyst class is: 1. (3) Reactant: [NH2:1][C:2]1[CH:22]=[CH:21][C:5]([C:6]([NH:8][CH2:9][CH2:10][CH2:11][CH2:12][CH2:13][CH2:14][CH2:15][CH2:16][CH2:17][CH2:18][CH2:19][CH3:20])=[O:7])=[CH:4][CH:3]=1.C(O)(=O)C.[CH:27]([C:29]1[CH:38]=[CH:37][CH:36]=[CH:35][C:30]=1[C:31]([O:33][CH3:34])=[O:32])=O.[BH3-]C#N.[Na+].C([O-])(O)=O.[Na+]. Product: [CH2:9]([NH:8][C:6]([C:5]1[CH:4]=[CH:3][C:2]([NH:1][CH2:27][C:29]2[CH:38]=[CH:37][CH:36]=[CH:35][C:30]=2[C:31]([O:33][CH3:34])=[O:32])=[CH:22][CH:21]=1)=[O:7])[CH2:10][CH2:11][CH2:12][CH2:13][CH2:14][CH2:15][CH2:16][CH2:17][CH2:18][CH2:19][CH3:20]. The catalyst class is: 8. (4) Reactant: [NH2:1][CH2:2][CH2:3][NH:4][C@@H:5]([C@@H:13]([CH3:16])[CH2:14][CH3:15])[C:6]([O:8][C:9]([CH3:12])([CH3:11])[CH3:10])=[O:7].[N+](C1C=C[C:23]([O:26]C(=O)OC2C=CC([N+]([O-])=O)=CC=2)=CC=1)([O-])=O. Product: [CH3:16][C@@H:13]([CH2:14][CH3:15])[C@H:5]([N:4]1[CH2:3][CH2:2][NH:1][C:23]1=[O:26])[C:6]([O:8][C:9]([CH3:10])([CH3:11])[CH3:12])=[O:7]. The catalyst class is: 26. (5) Reactant: [CH2:1]([O:3][CH:4]1[CH2:6][CH:5]1[C:7]([O:9]CC)=[O:8])[CH3:2].[OH-].[Li+:13]. Product: [Li+:13].[CH2:1]([O:3][CH:4]1[CH2:6][CH:5]1[C:7]([O-:9])=[O:8])[CH3:2]. The catalyst class is: 5.